Dataset: hERG potassium channel inhibition data for cardiac toxicity prediction from Karim et al.. Task: Regression/Classification. Given a drug SMILES string, predict its toxicity properties. Task type varies by dataset: regression for continuous values (e.g., LD50, hERG inhibition percentage) or binary classification for toxic/non-toxic outcomes (e.g., AMES mutagenicity, cardiotoxicity, hepatotoxicity). Dataset: herg_karim. (1) The drug is COc1ccccc1-c1nc2c(C(=O)N[C@@H]3CN4CCC3CC4)cccc2o1. The result is 1 (blocker). (2) The compound is N#Cc1ccc(S(=O)(=O)NCCCN2CC3CN(CCOc4c(F)cccc4F)CC(C2)O3)cc1. The result is 0 (non-blocker). (3) The result is 1 (blocker). The drug is C#Cc1cnc(Nc2cnc(C#N)c(O[C@H](C)CN(C)C)n2)cc1NC. (4) The molecule is COCCCN1C[C@H]2[C@H](CNC(=O)c3nc(C(C)C)n4ccccc34)[C@H]2C1. The result is 1 (blocker).